From a dataset of Antibody developability classification from SAbDab with 2,409 antibodies. Regression/Classification. Given an antibody's heavy chain and light chain sequences, predict its developability. TAP uses regression for 5 developability metrics; SAbDab uses binary classification. (1) The antibody is ['3mlv', 'SYDLTQPPSVSVSPGQTASISCSGDKLDDKYVSWYYQRPGQSPVLLMYQDFKRPSGIPERLSGSKSGKTATLTISGTQSLDEGDYYCQAWDASTGVSGGGTKLTVL']. Result: 0 (not developable). (2) The antibody is ['EVILVESGGGLVQPGGSLRLSCSTSGFTFTDYYMSWVRQPPGKALEWLGFIRNKPKGYTTEYSASVKGRFTISRDNSQSILYLQMNTLRAEDSATYYCVRDIYSFGSRDGMDYWGQGTSVTVSS', 'DIVMSQFPSSLAVSAGEKVTMSCKSSQSLLNSRTRKSYLAWYQQKPGQFPKLLIYWAATRESGVPDRFTGSGSGTDFTLTISSVQAEDLAVYYCKQSYNLRTFGGGTKLEIK']. Result: 0 (not developable). (3) The antibody is ['QVQLQQSGAELVRPGASVTLSCKASGYTFTDYEMHWVKQTPVHGLEWIGAIVPETGFTAYTQKFKGKAMLTADKSSSTAYMELRSLTSEDSAVYFCSRLRLYWYFDVWGTGTTVTVSS', 'GVLMTQTPLSLPVRLGDQASISCRSSQSIVYSNGNTYLEWYLQRPGQSPKLLIYKVSNRFSGVPDRVSGSGSGTDFTLKISRVEAEDLGVYYCFQGSHVPYTFGGGTKLEIK']. Result: 0 (not developable). (4) The antibody is ['QVTLKESGPGILKPSQTLSLTCSFSGFSLSTSGMGVGWIRQPSGKGLEWLAHIWWDDDKSYNPSLKSQLTISKDAARNQVFLRITSVDTADTATYYCVRRAHTTVLGDWFAYWGQGTLVTVSA', 'DVLMTQTPLSLPVSLGDQASISCRSSQSIVHSNGNTYLEWYLQKPGQSPKLLIYKVSNRFSGVPDRFSGSGSGTDFTLKISRVEAEDLGVYYCFQGSHVPLTFGAGTKLEIK']. Result: 0 (not developable). (5) The antibody is ['EVQLKESGPVLVAPSQSLFISCTVSGFSLTRYGVHWVRQSPGKGLEWLGVIWAGGTTNYNSAFMSRLTISKDNSKSQVFLKMNSLQTDDTAIYYCVKAYRNAMDYWGQGTSVTVSS', 'NIVLSQSPGSLAVSLGQRATISCRASKSVDTYGHSFIHWYQQKPGQPPNLLIHLASNLESGVPARFSGRGSGTDFTLTIDPVEADDAATYYCQQNNEDPWTFGGGTKLEIK']. Result: 0 (not developable). (6) The antibody is ['QVQLVESGGGVVQPGRSLRLSCAASGFTFSVYGMNWVRQAPAKGLEWVAIIWYDGDNQYYADSVKGRFTISRDNSKNTLYLQMNGLRAEDTAVYYCARDLRTGPFDYWGQGTLVTVSS', 'EIVLTQSPDFQSVTPKEKVTITCRASQSIGSSLHWYQQKPDQSPKLLIKYASQSFSGVPSRFSGSGSGTDFTLTINSLEAEDAAAYYCHQSSSLPFTFGPGTKVDIK']. Result: 1 (developable).